From a dataset of Forward reaction prediction with 1.9M reactions from USPTO patents (1976-2016). Predict the product of the given reaction. (1) Given the reactants C([O:3][C:4](=[O:33])[CH2:5][O:6][CH:7]1[CH2:11][CH2:10][N:9]([CH2:12][CH:13]([N:20]([C:22](=[O:32])[CH2:23][C:24]2[CH:29]=[CH:28][C:27]([Cl:30])=[C:26]([Cl:31])[CH:25]=2)[CH3:21])[C:14]2[CH:19]=[CH:18][CH:17]=[CH:16][CH:15]=2)[CH2:8]1)C.[OH-].[Li+].Cl.C(OCC)(=O)C, predict the reaction product. The product is: [Cl:31][C:26]1[CH:25]=[C:24]([CH2:23][C:22]([N:20]([CH3:21])[CH:13]([C:14]2[CH:15]=[CH:16][CH:17]=[CH:18][CH:19]=2)[CH2:12][N:9]2[CH2:10][CH2:11][CH:7]([O:6][CH2:5][C:4]([OH:33])=[O:3])[CH2:8]2)=[O:32])[CH:29]=[CH:28][C:27]=1[Cl:30]. (2) The product is: [S:22]1[CH:26]=[CH:25][CH:24]=[C:23]1[CH2:27][CH2:28][NH:29][CH:2]1[CH2:11][CH2:10][CH2:9][C:8]2[CH:7]=[C:6]([O:12][C:13]3[CH:21]=[CH:20][C:16]([C:17]([NH2:19])=[O:18])=[CH:15][N:14]=3)[CH:5]=[CH:4][C:3]1=2. Given the reactants O=[C:2]1[CH2:11][CH2:10][CH2:9][C:8]2[CH:7]=[C:6]([O:12][C:13]3[CH:21]=[CH:20][C:16]([C:17]([NH2:19])=[O:18])=[CH:15][N:14]=3)[CH:5]=[CH:4][C:3]1=2.[S:22]1[CH:26]=[CH:25][CH:24]=[C:23]1[CH2:27][CH2:28][NH2:29].[BH3-]C#N.[Na+], predict the reaction product. (3) Given the reactants [F:1][C:2]1[CH:3]=[C:4]([OH:8])[CH:5]=[CH:6][CH:7]=1.[CH3:9][O:10][CH2:11]Cl.CCN(C(C)C)C(C)C, predict the reaction product. The product is: [F:1][C:2]1[CH:7]=[CH:6][CH:5]=[C:4]([O:8][CH2:9][O:10][CH3:11])[CH:3]=1. (4) Given the reactants [CH3:1][O:2][C:3]1[N:8]=[CH:7][C:6]([CH2:9][NH:10][C:11]2[C:12]3[CH2:20][NH:19][CH2:18][CH2:17][C:13]=3[N:14]=[CH:15][N:16]=2)=[CH:5][CH:4]=1.[Br:21][C:22]1[CH:23]=[CH:24][C:25](F)=[C:26]([CH:29]=1)[C:27]#[N:28].C(N(CC)C(C)C)(C)C.C(#N)C, predict the reaction product. The product is: [Br:21][C:22]1[CH:23]=[CH:24][C:25]([N:19]2[CH2:18][CH2:17][C:13]3[N:14]=[CH:15][N:16]=[C:11]([NH:10][CH2:9][C:6]4[CH:7]=[N:8][C:3]([O:2][CH3:1])=[CH:4][CH:5]=4)[C:12]=3[CH2:20]2)=[C:26]([CH:29]=1)[C:27]#[N:28]. (5) Given the reactants [OH:1][NH:2][C:3](=[O:35])[CH:4]([N:9]([CH3:34])[C:10]([C:12]1[CH:17]=[CH:16][C:15]([C:18]2[CH:23]=[CH:22][C:21]([O:24][CH2:25][CH2:26][CH2:27][N:28]3[CH2:33][CH2:32][O:31][CH2:30][CH2:29]3)=[CH:20][CH:19]=2)=[CH:14][CH:13]=1)=[O:11])[C:5]([NH:7][CH3:8])=[O:6].[CH3:36][C:37]1[CH:38]=[CH:39][C:40]([S:43]([OH:46])(=[O:45])=[O:44])=[CH:41][CH:42]=1.O, predict the reaction product. The product is: [CH3:36][C:37]1[CH:38]=[CH:39][C:40]([S:43]([OH:46])(=[O:45])=[O:44])=[CH:41][CH:42]=1.[OH:1][NH:2][C:3](=[O:35])[CH:4]([N:9]([CH3:34])[C:10]([C:12]1[CH:13]=[CH:14][C:15]([C:18]2[CH:23]=[CH:22][C:21]([O:24][CH2:25][CH2:26][CH2:27][N:28]3[CH2:33][CH2:32][O:31][CH2:30][CH2:29]3)=[CH:20][CH:19]=2)=[CH:16][CH:17]=1)=[O:11])[C:5]([NH:7][CH3:8])=[O:6]. (6) Given the reactants [C:1]([O:5][CH2:6][CH3:7])(=[O:4])[CH:2]=[CH2:3].C(N(CC)CC)C.C1(P(C2C=CC=CC=2)C2C=CC=CC=2)C=CC=CC=1.Br[C:35]1[CH:36]=[C:37]([C:41]2[C:50]3[C:45](=[CH:46][C:47]([Cl:52])=[C:48]([CH3:51])[CH:49]=3)[O:44][C:43](=[O:53])[C:42]=2[CH2:54][C:55]([NH:57][C:58]2[CH:63]=[CH:62][C:61]([F:64])=[CH:60][C:59]=2[C:65]([F:68])([F:67])[F:66])=[O:56])[CH:38]=[CH:39][CH:40]=1, predict the reaction product. The product is: [Cl:52][C:47]1[CH:46]=[C:45]2[C:50]([C:41]([C:37]3[CH:38]=[CH:39][CH:40]=[C:35](/[CH:3]=[CH:2]/[C:1]([O:5][CH2:6][CH3:7])=[O:4])[CH:36]=3)=[C:42]([CH2:54][C:55]([NH:57][C:58]3[CH:63]=[CH:62][C:61]([F:64])=[CH:60][C:59]=3[C:65]([F:67])([F:66])[F:68])=[O:56])[C:43](=[O:53])[O:44]2)=[CH:49][C:48]=1[CH3:51]. (7) Given the reactants Cl[C:2]([C:4]1[CH:12]=[CH:11][C:7]([C:8]([O-:10])=[O:9])=[CH:6][CH:5]=1)=[O:3].[CH2:13]([NH:20][CH2:21][C:22]1[CH:27]=[CH:26][C:25]([O:28][CH3:29])=[CH:24][CH:23]=1)[C:14]1[CH:19]=[CH:18][CH:17]=[CH:16][CH:15]=1, predict the reaction product. The product is: [CH2:13]([N:20]([CH2:21][C:22]1[CH:27]=[CH:26][C:25]([O:28][CH3:29])=[CH:24][CH:23]=1)[C:2]([C:4]1[CH:12]=[CH:11][C:7]([C:8]([OH:10])=[O:9])=[CH:6][CH:5]=1)=[O:3])[C:14]1[CH:15]=[CH:16][CH:17]=[CH:18][CH:19]=1. (8) Given the reactants [Br:1][C:2]1[C:10]2[C:6](=[N:7][S:8][N:9]=2)C(C)=[CH:4][CH:3]=1.[CH3:12][C:13]([OH:15])=[O:14], predict the reaction product. The product is: [Br:1][C:2]1[C:10]2=[N:9][S:8][N:7]=[C:6]2[C:12]([C:13]([OH:15])=[O:14])=[CH:4][CH:3]=1. (9) Given the reactants [CH3:1][O:2][CH2:3][O:4][C@H:5]1[CH2:9][CH2:8][N:7]([CH2:10][C@H:11]([C:13]2[CH:18]=[CH:17][CH:16]=[CH:15][CH:14]=2)O)[CH2:6]1.COCO[C@H]1CCN([C@H](C2C=CC=CC=2)CO)C1.[F:37][C:38]1[CH:39]=[C:40]([CH:45]=[CH:46][C:47]=1[NH:48][CH3:49])[C:41]([O:43][CH3:44])=[O:42], predict the reaction product. The product is: [F:37][C:38]1[CH:39]=[C:40]([CH:45]=[CH:46][C:47]=1[N:48]([C@@H:11]([C:13]1[CH:18]=[CH:17][CH:16]=[CH:15][CH:14]=1)[CH2:10][N:7]1[CH2:8][CH2:9][C@H:5]([O:4][CH2:3][O:2][CH3:1])[CH2:6]1)[CH3:49])[C:41]([O:43][CH3:44])=[O:42].